From a dataset of Full USPTO retrosynthesis dataset with 1.9M reactions from patents (1976-2016). Predict the reactants needed to synthesize the given product. (1) Given the product [NH2:6][CH:4]1[CH2:5][C:2]([CH3:16])([OH:1])[C:3]1([CH3:15])[CH3:14], predict the reactants needed to synthesize it. The reactants are: [OH:1][C:2]1([CH3:16])[CH2:5][CH:4]([NH:6]C(=O)OC(C)(C)C)[C:3]1([CH3:15])[CH3:14].FC(F)(F)C(O)=O. (2) Given the product [C:18]([O:17][C:15]([NH:14][C:11]1[S:12][CH:13]=[C:9]([C:7]([OH:8])=[O:6])[N:10]=1)=[O:16])([CH3:21])([CH3:19])[CH3:20], predict the reactants needed to synthesize it. The reactants are: O.[OH-].[Li+].C([O:6][C:7]([C:9]1[N:10]=[C:11]([NH:14][C:15]([O:17][C:18]([CH3:21])([CH3:20])[CH3:19])=[O:16])[S:12][CH:13]=1)=[O:8])C.Cl. (3) Given the product [C:8]([O:11][CH2:2][Si:3]([O:6][CH3:7])([CH3:5])[CH3:4])(=[O:10])[CH3:9], predict the reactants needed to synthesize it. The reactants are: Cl[CH2:2][Si:3]([O:6][CH3:7])([CH3:5])[CH3:4].[C:8]([O-:11])(=[O:10])[CH3:9].[Na+]. (4) Given the product [NH3:3].[Cl:1][C:2]1[N:3]=[CH:4][C:5]([C:6]([N:17]2[CH2:18][CH2:19][N:14]([CH:11]([CH3:13])[CH3:12])[CH2:15][CH2:16]2)=[O:8])=[CH:9][CH:10]=1, predict the reactants needed to synthesize it. The reactants are: [Cl:1][C:2]1[CH:10]=[CH:9][C:5]([C:6]([OH:8])=O)=[CH:4][N:3]=1.[CH:11]([N:14]1[CH2:19][CH2:18][NH:17][CH2:16][CH2:15]1)([CH3:13])[CH3:12].C1C=CC2N(O)N=NC=2C=1.C(Cl)CCl.CN1CCOCC1.